Dataset: Reaction yield outcomes from USPTO patents with 853,638 reactions. Task: Predict the reaction yield, written as a fraction of the theoretical maximum amount of product (1.0 means a 100% yield; for example, 0.34 means a 34% yield). (1) The reactants are C(N(CC)CC)C.[CH2:8]([O:10][CH:11]([O:14][CH2:15][CH3:16])[C:12]#[CH:13])[CH3:9].[Br:17][C:18]1[CH:23]=[C:22]([NH:24][S:25]([CH3:28])(=[O:27])=[O:26])[C:21](I)=[CH:20][N:19]=1. The catalyst is [Cu]I.Cl[Pd](Cl)([P](C1C=CC=CC=1)(C1C=CC=CC=1)C1C=CC=CC=1)[P](C1C=CC=CC=1)(C1C=CC=CC=1)C1C=CC=CC=1.CN(C=O)C. The product is [Br:17][C:18]1[N:19]=[CH:20][C:21]2[CH:13]=[C:12]([CH:11]([O:14][CH2:15][CH3:16])[O:10][CH2:8][CH3:9])[N:24]([S:25]([CH3:28])(=[O:27])=[O:26])[C:22]=2[CH:23]=1. The yield is 0.510. (2) The reactants are C1C=C(Cl)C=C(C(OO)=[O:9])C=1.[CH2:12]([N:16]([C:29]1[CH:34]=[CH:33][CH:32]=[CH:31][CH:30]=1)[S:17]([C:20]1[CH:25]=[CH:24][CH:23]=[CH:22][C:21]=1[N+:26]([O-:28])=[O:27])(=[O:19])=[O:18])[CH2:13][CH:14]=[CH2:15]. The catalyst is C(Cl)(Cl)Cl.O.C([O-])(O)=O.[Na+]. The product is [N+:26]([C:21]1[CH:22]=[CH:23][CH:24]=[CH:25][C:20]=1[S:17]([N:16]([CH2:12][CH2:13][CH:14]1[CH2:15][O:9]1)[C:29]1[CH:34]=[CH:33][CH:32]=[CH:31][CH:30]=1)(=[O:19])=[O:18])([O-:28])=[O:27]. The yield is 0.969. (3) The reactants are [N:1]1([CH2:7][CH2:8][CH2:9][O:10][C:11]2[CH:12]=[C:13]([CH:17]3[CH2:21][CH2:20][CH2:19][N:18]3[CH2:22][C:23]([C:25]3[CH:30]=[C:29]([O:31][CH3:32])[C:28]([O:33][CH3:34])=[C:27]([O:35][CH3:36])[CH:26]=3)=O)[CH:14]=[CH:15][CH:16]=2)[CH2:6][CH2:5][CH2:4][CH2:3][CH2:2]1.N. The catalyst is CO.C(Cl)Cl. The product is [CH3:32][O:31][C:29]1[CH:30]=[C:25]([C@H:23]2[C:14]3[C:13](=[CH:12][C:11]([O:10][CH2:9][CH2:8][CH2:7][N:1]4[CH2:6][CH2:5][CH2:4][CH2:3][CH2:2]4)=[CH:16][CH:15]=3)[C@@H:17]3[CH2:21][CH2:20][CH2:19][N:18]3[CH2:22]2)[CH:26]=[C:27]([O:35][CH3:36])[C:28]=1[O:33][CH3:34]. The yield is 0.850. (4) The reactants are C(N[C:6]([C:8]1[S:12][C:11]2[CH2:13][C:14]([CH3:17])([CH3:16])[CH2:15][C:10]=2[C:9]=1[CH:18]=[N:19][NH2:20])=[O:7])(C)(C)C. The catalyst is OS(O)(=O)=O. The product is [CH3:17][C:14]1([CH3:16])[CH2:13][C:11]2[S:12][C:8]3[C:6](=[O:7])[NH:20][N:19]=[CH:18][C:9]=3[C:10]=2[CH2:15]1. The yield is 0.600. (5) The reactants are Cl[C:2]1[C:7]([N:8]2[CH2:13][CH2:12][NH:11][CH2:10][C@H:9]2[CH3:14])=[N:6][CH:5]=[CH:4][N:3]=1.[CH3:15][N:16]([CH3:30])[CH2:17]/[CH:18]=[CH:19]/[C:20]1[C:25]([O:26][CH2:27][CH2:28][OH:29])=[CH:24][CH:23]=[CH:22][N:21]=1. No catalyst specified. The product is [CH3:30][N:16]([CH3:15])[CH2:17]/[CH:18]=[CH:19]/[C:20]1[C:25]([O:26][CH2:27][CH2:28][O:29][C:2]2[C:7]([N:8]3[CH2:13][CH2:12][NH:11][CH2:10][C@H:9]3[CH3:14])=[N:6][CH:5]=[CH:4][N:3]=2)=[CH:24][CH:23]=[CH:22][N:21]=1. The yield is 0.0550. (6) The product is [CH3:12][C:11]1[C:3]2[C:2]([NH:1][C:22](=[O:23])[O:24][CH2:25][CH3:26])=[N:7][C:6](=[S:8])[NH:5][C:4]=2[S:9][C:10]=1[CH3:13]. The catalyst is CN(C=O)C.CCOC(C)=O. The yield is 0.540. The reactants are [NH2:1][C:2]1[C:3]2[C:11]([CH3:12])=[C:10]([CH3:13])[S:9][C:4]=2[NH:5][C:6](=[S:8])[N:7]=1.CCN(CC)CC.Cl[C:22]([O:24][CH2:25][CH3:26])=[O:23]. (7) The reactants are [NH2:1][C:2]1[CH:11]=[CH:10][CH:9]=[CH:8][C:3]=1[C:4]([NH:6][CH3:7])=[O:5].[Br:12][C:13]1[C:14](I)=[CH:15][C:16]([Cl:19])=[N:17][CH:18]=1.Cl. The catalyst is C(O)(C)C. The product is [Br:12][C:13]1[C:14]([NH:1][C:2]2[CH:11]=[CH:10][CH:9]=[CH:8][C:3]=2[C:4]([NH:6][CH3:7])=[O:5])=[CH:15][C:16]([Cl:19])=[N:17][CH:18]=1. The yield is 0.0776. (8) The reactants are [Cl:1][C:2]1[CH:3]=[C:4]2[C:10](I)=[CH:9][N:8]([Si](C(C)C)(C(C)C)C(C)C)[C:5]2=[N:6][CH:7]=1.C([Mg]Cl)(C)C.[CH2:27]([N:29]1[C:33]([CH:34]=[O:35])=[CH:32][C:31]([NH:36][CH2:37][C:38]2[CH:43]=[CH:42][C:41]([F:44])=[CH:40][CH:39]=2)=[N:30]1)[CH3:28]. The catalyst is O1CCCC1. The product is [Cl:1][C:2]1[CH:3]=[C:4]2[C:10]([CH:34]([C:33]3[N:29]([CH2:27][CH3:28])[N:30]=[C:31]([NH:36][CH2:37][C:38]4[CH:43]=[CH:42][C:41]([F:44])=[CH:40][CH:39]=4)[CH:32]=3)[OH:35])=[CH:9][NH:8][C:5]2=[N:6][CH:7]=1. The yield is 0.400.